Dataset: Catalyst prediction with 721,799 reactions and 888 catalyst types from USPTO. Task: Predict which catalyst facilitates the given reaction. (1) Reactant: [CH:1]1([N:7]([CH3:30])[C:8]2[N:13]=[C:12]([CH3:14])[C:11]([CH:15]([CH2:20][CH2:21][CH3:22])[C:16]([O:18]C)=[O:17])=[C:10]([C:23]3[CH:28]=[CH:27][C:26]([CH3:29])=[CH:25][CH:24]=3)[N:9]=2)[CH2:6][CH2:5][CH2:4][CH2:3][CH2:2]1.[OH-].[Na+]. The catalyst class is: 5. Product: [CH:1]1([N:7]([CH3:30])[C:8]2[N:13]=[C:12]([CH3:14])[C:11]([CH:15]([CH2:20][CH2:21][CH3:22])[C:16]([OH:18])=[O:17])=[C:10]([C:23]3[CH:28]=[CH:27][C:26]([CH3:29])=[CH:25][CH:24]=3)[N:9]=2)[CH2:6][CH2:5][CH2:4][CH2:3][CH2:2]1. (2) Reactant: CC1C=CC(S(O)(=O)=O)=CC=1.[C:12]1([C:18]2([C:24]([OH:26])=[O:25])[CH2:23][CH2:22][NH:21][CH2:20][CH2:19]2)[CH:17]=[CH:16][CH:15]=[CH:14][CH:13]=1.C(N(CC)CC)C.[C:34](O[C:34]([O:36][C:37]([CH3:40])([CH3:39])[CH3:38])=[O:35])([O:36][C:37]([CH3:40])([CH3:39])[CH3:38])=[O:35]. Product: [C:37]([O:36][C:34]([N:21]1[CH2:20][CH2:19][C:18]([C:12]2[CH:13]=[CH:14][CH:15]=[CH:16][CH:17]=2)([C:24]([OH:26])=[O:25])[CH2:23][CH2:22]1)=[O:35])([CH3:40])([CH3:39])[CH3:38]. The catalyst class is: 7. (3) Reactant: [C:1]1([C:10]2[CH:15]=[CH:14][CH:13]=[CH:12][CH:11]=2)[CH:6]=[CH:5][C:4]([C:7](Cl)=[O:8])=[CH:3][CH:2]=1.Cl.[CH3:17][NH:18][O:19][CH3:20].C(N(CC)CC)C. Product: [CH3:20][O:19][N:18]([CH3:17])[C:7]([C:4]1[CH:5]=[CH:6][C:1]([C:10]2[CH:15]=[CH:14][CH:13]=[CH:12][CH:11]=2)=[CH:2][CH:3]=1)=[O:8]. The catalyst class is: 22. (4) Reactant: IC.C[N:4]([CH:15]1[CH2:20][CH2:19][N:18]([C:21](=S)[NH:22][CH3:23])[CH2:17][CH2:16]1)[C:5](=O)OCC1C=CC=CC=1.C(O[CH:28](OCC)[CH2:29][NH2:30])C. Product: [CH3:5][NH:4][CH:15]1[CH2:16][CH2:17][N:18]([C:21]2[N:22]([CH3:23])[CH:28]=[CH:29][N:30]=2)[CH2:19][CH2:20]1. The catalyst class is: 5. (5) Product: [CH:53]1([C:2]2[N:1]([CH2:14][C:13]3[CH:16]=[CH:17][C:10]([C:9]([F:19])([F:18])[F:8])=[CH:11][CH:12]=3)[C:6](=[O:65])[C:5]([C:27]([NH:31][CH2:42][C:43]([OH:45])=[O:44])=[O:28])=[C:4]([OH:7])[N:3]=2)[CH2:54][CH2:55][CH2:56][CH2:57][CH2:58]1. Reactant: [N:1]1[CH:6]=[CH:5][C:4](=[O:7])[NH:3][CH:2]=1.[F:8][C:9]([F:19])([F:18])[C:10]1[CH:17]=[CH:16][C:13]([CH2:14]N)=[CH:12][CH:11]=1.Cl.C1([C:27](=[NH:31])[O:28]CC)CCCCC1.C(N(CC)C(C)C)(C)C.C(OCC)(=O)[CH2:42][C:43]([O:45]CC)=[O:44].N12CCCN=[C:58]1[CH2:57][CH2:56][CH2:55][CH2:54][CH2:53]2.C(O)(=[O:65])C. The catalyst class is: 8. (6) Reactant: [Cl:1][C:2]1[C:11]2[C:6](=[N:7][CH:8]=[C:9]([F:12])[CH:10]=2)[N:5](CC2C=CC(OC)=CC=2)[C:4](=[O:22])[C:3]=1[C:23]#[N:24]. Product: [Cl:1][C:2]1[C:11]2[C:6](=[N:7][CH:8]=[C:9]([F:12])[CH:10]=2)[NH:5][C:4](=[O:22])[C:3]=1[C:23]#[N:24]. The catalyst class is: 67. (7) The catalyst class is: 5. Reactant: [CH3:1][C:2]1[N:3]=[C:4]2[CH:12]=[CH:11][CH:10]=[C:9]3[N:5]2[C:6]=1[C:7](=[O:24])[N:8]3[CH2:13][CH2:14][CH2:15][NH:16][S:17]([C:20]([F:23])([F:22])[F:21])(=[O:19])=[O:18].[ClH:25]. Product: [ClH:25].[CH3:1][C:2]1[N:3]=[C:4]2[CH:12]=[CH:11][CH:10]=[C:9]3[N:5]2[C:6]=1[C:7](=[O:24])[N:8]3[CH2:13][CH2:14][CH2:15][NH:16][S:17]([C:20]([F:21])([F:22])[F:23])(=[O:19])=[O:18]. (8) Reactant: [Br:1][C:2]1[CH:3]=[C:4]([CH:17]=[CH:18][CH:19]=1)[CH2:5][N:6]1[CH:14]=[N:13][C:12]2[C:7]1=[N:8][C:9](Cl)=[N:10][C:11]=2[NH2:15].[CH2:20]([NH2:24])[CH2:21][CH2:22][CH3:23]. Product: [Br:1][C:2]1[CH:3]=[C:4]([CH:17]=[CH:18][CH:19]=1)[CH2:5][N:6]1[CH:14]=[N:13][C:12]2[C:7]1=[N:8][C:9]([NH:24][CH2:20][CH2:21][CH2:22][CH3:23])=[N:10][C:11]=2[NH2:15]. The catalyst class is: 51. (9) Reactant: [OH:1][N:2]=[C:3]([Cl:13])[C@H:4]1[C:8]([CH3:10])([CH3:9])[O:7][C:6]([CH3:12])([CH3:11])[O:5]1.[CH3:14][S:15](Cl)(=[O:17])=[O:16].C(N(CC)CC)C. Product: [CH3:11][C:6]1([CH3:12])[O:5][C@@H:4]([C:3]([Cl:13])=[N:2][O:1][S:15]([CH3:14])(=[O:17])=[O:16])[C:8]([CH3:9])([CH3:10])[O:7]1. The catalyst class is: 28. (10) Reactant: [CH2:1](Br)[C:2]1[CH:7]=[CH:6][CH:5]=[CH:4][CH:3]=1.C(=O)([O-])[O-].[K+].[K+].[F:15][C:16]1[CH:23]=[C:22]([OH:24])[CH:21]=[CH:20][C:17]=1[C:18]#[N:19]. Product: [CH2:1]([O:24][C:22]1[CH:21]=[CH:20][C:17]([C:18]#[N:19])=[C:16]([F:15])[CH:23]=1)[C:2]1[CH:7]=[CH:6][CH:5]=[CH:4][CH:3]=1. The catalyst class is: 21.